Dataset: Reaction yield outcomes from USPTO patents with 853,638 reactions. Task: Predict the reaction yield, written as a fraction of the theoretical maximum amount of product (1.0 means a 100% yield; for example, 0.34 means a 34% yield). (1) The reactants are [O:1]1[C:5]([CH2:6][C:7]#[N:8])=[CH:4][CH:3]=[N:2]1.O=[C:10]1[CH2:15][CH2:14][N:13]([C:16]([O:18][C:19]([CH3:22])([CH3:21])[CH3:20])=[O:17])[CH2:12][CH2:11]1.C([O-])(=O)C.[NH4+]. The catalyst is C1(C)C=CC=CC=1. The product is [C:7]([C:6]([C:5]1[O:1][N:2]=[CH:3][CH:4]=1)=[C:10]1[CH2:15][CH2:14][N:13]([C:16]([O:18][C:19]([CH3:22])([CH3:21])[CH3:20])=[O:17])[CH2:12][CH2:11]1)#[N:8]. The yield is 0.546. (2) The reactants are [NH2:1][C:2]1[CH:12]=[CH:11][C:5]([C:6]([O:8][CH2:9][CH3:10])=[O:7])=[C:4]([S:13][CH3:14])[CH:3]=1.[I:15]Cl.CC(O)=O. The catalyst is C(O)(=O)C.CCOC(C)=O. The product is [NH2:1][C:2]1[C:12]([I:15])=[CH:11][C:5]([C:6]([O:8][CH2:9][CH3:10])=[O:7])=[C:4]([S:13][CH3:14])[CH:3]=1. The yield is 0.530. (3) The reactants are CCCC[N+](CCCC)(CCCC)CCCC.[F-].[CH3:19][O:20][C:21](=[O:76])[C:22]1[CH:27]=[CH:26][C:25]([O:28][CH2:29][CH2:30][C:31]2[C:39]3[C:34](=[CH:35][CH:36]=[C:37]([Cl:40])[CH:38]=3)[N:33]([CH:41]([C:48]3[CH:53]=[CH:52][CH:51]=[CH:50][CH:49]=3)[C:42]3[CH:47]=[CH:46][CH:45]=[CH:44][CH:43]=3)[C:32]=2[CH2:54][CH2:55][O:56][Si](C(C)(C)C)(C2C=CC=CC=2)C2C=CC=CC=2)=[CH:24][C:23]=1[O:74][CH3:75]. The catalyst is C1COCC1. The product is [CH3:19][O:20][C:21](=[O:76])[C:22]1[CH:27]=[CH:26][C:25]([O:28][CH2:29][CH2:30][C:31]2[C:39]3[C:34](=[CH:35][CH:36]=[C:37]([Cl:40])[CH:38]=3)[N:33]([CH:41]([C:48]3[CH:49]=[CH:50][CH:51]=[CH:52][CH:53]=3)[C:42]3[CH:47]=[CH:46][CH:45]=[CH:44][CH:43]=3)[C:32]=2[CH2:54][CH2:55][OH:56])=[CH:24][C:23]=1[O:74][CH3:75]. The yield is 0.620. (4) The reactants are [Cl-].[NH4+].[CH:3]([N:6]1[C:14]2[CH:13]=[C:12]([NH:15][C:16]3[CH:21]=[CH:20][N:19]=[C:18]([C:22]4[C:23]([N+:28]([O-])=O)=[N:24][N:25]([CH3:27])[CH:26]=4)[N:17]=3)[N:11]=[CH:10][C:9]=2[N:8]=[C:7]1[CH3:31])([CH3:5])[CH3:4]. The catalyst is O.C(O)C.[Fe]. The product is [NH2:28][C:23]1[C:22]([C:18]2[N:17]=[C:16]([NH:15][C:12]3[N:11]=[CH:10][C:9]4[N:8]=[C:7]([CH3:31])[N:6]([CH:3]([CH3:4])[CH3:5])[C:14]=4[CH:13]=3)[CH:21]=[CH:20][N:19]=2)=[CH:26][N:25]([CH3:27])[N:24]=1. The yield is 0.230. (5) The reactants are [Br:1][C:2]1[CH:3]=[C:4]2[C:12](=[CH:13][CH:14]=1)[N:11](S(C1C=CC=CC=1)(=O)=O)[C:10]1[CH:9]([OH:24])[CH2:8][CH2:7][CH2:6][C:5]2=1.[CH2:25](Br)[C:26]1[CH:31]=[CH:30][CH:29]=[CH:28][CH:27]=1.[H-].[Na+].C(OCC1C=CC=CC=1)C1C=CC=CC=1.[OH-].[Na+]. The catalyst is CN(C)C=O.CO.O1CCCC1. The product is [Br:1][C:2]1[CH:3]=[C:4]2[C:12](=[CH:13][CH:14]=1)[NH:11][C:10]1[CH:9]([O:24][CH2:25][C:26]3[CH:31]=[CH:30][CH:29]=[CH:28][CH:27]=3)[CH2:8][CH2:7][CH2:6][C:5]2=1. The yield is 0.710. (6) The reactants are Br[CH:2]1[CH2:20][CH2:19][C:5]2=[CH:6][C:7]3[C:8]4[CH:17]=[CH:16][C:15]([Cl:18])=[CH:14][C:9]=4[CH2:10][O:11][C:12]=3[CH:13]=[C:4]2[C:3]1=[O:21].[C:22]([O:26][C:27]([N:29]1[C@@H:33]([CH3:34])[CH2:32][CH2:31][C@H:30]1[C:35]([OH:37])=[O:36])=[O:28])([CH3:25])([CH3:24])[CH3:23].CCN(C(C)C)C(C)C. The catalyst is CC#N.CCOC(C)=O. The product is [CH3:34][C@@H:33]1[N:29]([C:27]([O:26][C:22]([CH3:23])([CH3:25])[CH3:24])=[O:28])[C@H:30]([C:35]([O:37][CH:2]2[CH2:20][CH2:19][C:5]3=[CH:6][C:7]4[C:8]5[CH:17]=[CH:16][C:15]([Cl:18])=[CH:14][C:9]=5[CH2:10][O:11][C:12]=4[CH:13]=[C:4]3[C:3]2=[O:21])=[O:36])[CH2:31][CH2:32]1. The yield is 0.810. (7) The reactants are [NH2:1][C:2]1[C:7]([C:8]2[O:12][N:11]=[C:10]([CH2:13][C:14]3[CH:19]=[CH:18][C:17]([OH:20])=[CH:16][CH:15]=3)[CH:9]=2)=[CH:6][CH:5]=[C:4]([NH2:21])[N:3]=1.CO.[OH-].[Na+].Cl[CH2:27][C:28]1[CH:33]=[C:32]([CH3:34])[CH:31]=[CH:30][N:29]=1. The catalyst is CN(C)C=O. The product is [CH3:34][C:32]1[CH:31]=[CH:30][N:29]=[C:28]([CH2:27][O:20][C:17]2[CH:18]=[CH:19][C:14]([CH2:13][C:10]3[CH:9]=[C:8]([C:7]4[C:2]([NH2:1])=[N:3][C:4]([NH2:21])=[CH:5][CH:6]=4)[O:12][N:11]=3)=[CH:15][CH:16]=2)[CH:33]=1. The yield is 0.365.